From a dataset of Peptide-MHC class I binding affinity with 185,985 pairs from IEDB/IMGT. Regression. Given a peptide amino acid sequence and an MHC pseudo amino acid sequence, predict their binding affinity value. This is MHC class I binding data. (1) The binding affinity (normalized) is 0.154. The MHC is HLA-A02:01 with pseudo-sequence HLA-A02:01. The peptide sequence is QLVFNSISA. (2) The peptide sequence is GQRVYSWVY. The MHC is HLA-A02:01 with pseudo-sequence HLA-A02:01. The binding affinity (normalized) is 0.0847.